This data is from Forward reaction prediction with 1.9M reactions from USPTO patents (1976-2016). The task is: Predict the product of the given reaction. Given the reactants [Cl:1][C:2]1[CH:7]=[CH:6][C:5]([C:8]2[CH:16]=[CH:15][CH:14]=[C:13]3[C:9]=2[CH2:10][C:11](=[O:17])[NH:12]3)=[CH:4][CH:3]=1.[CH3:18][N:19]([CH3:35])[C@H:20]1[CH2:24][CH2:23][N:22]([C:25]([C:27]2[CH:31]=[C:30]([CH3:32])[NH:29][C:28]=2[CH:33]=O)=[O:26])[CH2:21]1, predict the reaction product. The product is: [Cl:1][C:2]1[CH:3]=[CH:4][C:5]([C:8]2[CH:16]=[CH:15][CH:14]=[C:13]3[C:9]=2[C:10](=[CH:33][C:28]2[NH:29][C:30]([CH3:32])=[CH:31][C:27]=2[C:25]([N:22]2[CH2:23][CH2:24][C@H:20]([N:19]([CH3:18])[CH3:35])[CH2:21]2)=[O:26])[C:11](=[O:17])[NH:12]3)=[CH:6][CH:7]=1.